From a dataset of Catalyst prediction with 721,799 reactions and 888 catalyst types from USPTO. Predict which catalyst facilitates the given reaction. (1) Reactant: [CH:1]1([CH2:5][CH2:6][NH:7][C:8]([C:10]2[N:11]=[N:12][C:13](Cl)=[CH:14][CH:15]=2)=[O:9])[CH2:4][CH2:3][CH2:2]1.[NH:17]1[CH2:22][CH2:21][NH:20][CH2:19][CH2:18]1. Product: [CH:1]1([CH2:5][CH2:6][NH:7][C:8]([C:10]2[N:11]=[N:12][C:13]([N:17]3[CH2:22][CH2:21][NH:20][CH2:19][CH2:18]3)=[CH:14][CH:15]=2)=[O:9])[CH2:4][CH2:3][CH2:2]1. The catalyst class is: 10. (2) Product: [C:18]([O:22][C:23]([N:8]1[C:9]2[C:5](=[CH:4][CH:3]=[C:2]([Cl:1])[CH:10]=2)/[C:6](=[CH:12]/[C:13]2[CH:17]=[CH:16][S:15][CH:14]=2)/[C:7]1=[O:11])=[O:24])([CH3:21])([CH3:20])[CH3:19]. The catalyst class is: 119. Reactant: [Cl:1][C:2]1[CH:10]=[C:9]2[C:5](/[C:6](=[CH:12]/[C:13]3[CH:17]=[CH:16][S:15][CH:14]=3)/[C:7](=[O:11])[NH:8]2)=[CH:4][CH:3]=1.[C:18]([O:22][C:23](O[C:23]([O:22][C:18]([CH3:21])([CH3:20])[CH3:19])=[O:24])=[O:24])([CH3:21])([CH3:20])[CH3:19].